Task: Predict which catalyst facilitates the given reaction.. Dataset: Catalyst prediction with 721,799 reactions and 888 catalyst types from USPTO (1) Reactant: [CH3:1][C:2]1[N:7]=[C:6]([SH:8])[N:5]=[C:4]([OH:9])[CH:3]=1.C(N(CC)CC)C.Br[CH2:18][C:19]1[C:20]([Cl:26])=[C:21]([OH:25])[CH:22]=[CH:23][CH:24]=1. Product: [Cl:26][C:20]1[C:21]([OH:25])=[CH:22][CH:23]=[CH:24][C:19]=1[CH2:18][S:8][C:6]1[N:5]=[C:4]([OH:9])[CH:3]=[C:2]([CH3:1])[N:7]=1. The catalyst class is: 8. (2) Reactant: [CH3:1][Si:2]([CH3:11])([CH:9]=[CH2:10])[O:3][Si:4]([CH3:8])([CH3:7])[CH:5]=[CH2:6].[CH:12]#[C:13][CH2:14][CH2:15][CH2:16]CC. Product: [C:5]([Si:4]([CH3:8])([CH3:7])[O:3][Si:2]([CH3:1])([CH3:11])[CH:9]=[CH2:10])#[C:6][CH2:12][CH2:13][CH2:14][CH2:15][CH3:16]. The catalyst class is: 11.